Task: Predict the reaction yield, written as a fraction of the theoretical maximum amount of product (1.0 means a 100% yield; for example, 0.34 means a 34% yield).. Dataset: Reaction yield outcomes from USPTO patents with 853,638 reactions (1) The reactants are Br[C:2]1[CH:7]=[CH:6][C:5](/[CH:8]=[CH:9]/[C:10]2[NH:11][CH:12]=[C:13]([C:15]3[CH:20]=[CH:19][C:18]([Cl:21])=[CH:17][C:16]=3[Cl:22])[N:14]=2)=[CH:4][CH:3]=1.[C:23]([C:27]1[CH:32]=[CH:31][C:30](B(O)O)=[CH:29][CH:28]=1)([CH3:26])([CH3:25])[CH3:24]. No catalyst specified. The product is [C:23]([C:27]1[CH:32]=[CH:31][C:30]([C:2]2[CH:7]=[CH:6][C:5](/[CH:8]=[CH:9]/[C:10]3[NH:11][CH:12]=[C:13]([C:15]4[CH:20]=[CH:19][C:18]([Cl:21])=[CH:17][C:16]=4[Cl:22])[N:14]=3)=[CH:4][CH:3]=2)=[CH:29][CH:28]=1)([CH3:26])([CH3:25])[CH3:24]. The yield is 0.420. (2) The reactants are [N+:1]([C:4]1[CH:5]=[C:6]([C:13]([N:15]2[CH2:19][CH2:18][CH2:17][CH2:16]2)=[O:14])[CH:7]=[CH:8][C:9]=1[N+:10]([O-])=O)([O-])=O.[N:20]#[C:21]Br.[O:23]1[C:27]2[CH:28]=[CH:29][C:30]([C:32]3[S:33][CH:34]=[C:35]([C:37](O)=[O:38])[N:36]=3)=[CH:31][C:26]=2[CH2:25][CH2:24]1.F[P-](F)(F)(F)(F)F.N1(OC(N(C)C)=[N+](C)C)C2C=CC=CC=2N=N1.C(OC(C)C)(C)C. The catalyst is [Pd].ClCCl.C(O)C. The product is [O:23]1[C:27]2[CH:28]=[CH:29][C:30]([C:32]3[S:33][CH:34]=[C:35]([C:37]([NH:20][C:21]4[NH:10][C:9]5[CH:8]=[CH:7][C:6]([C:13]([N:15]6[CH2:19][CH2:18][CH2:17][CH2:16]6)=[O:14])=[CH:5][C:4]=5[N:1]=4)=[O:38])[N:36]=3)=[CH:31][C:26]=2[CH2:25][CH2:24]1. The yield is 0.350.